From a dataset of Full USPTO retrosynthesis dataset with 1.9M reactions from patents (1976-2016). Predict the reactants needed to synthesize the given product. Given the product [Br:17][C:18]1[CH:19]=[CH:20][C:21]([N:26]2[CH2:31][CH2:30][CH:29]([CH3:32])[CH2:28][CH2:27]2)=[C:22](/[CH:23]=[CH:11]/[C:12]([O:14][CH2:15][CH3:16])=[O:13])[CH:25]=1, predict the reactants needed to synthesize it. The reactants are: [H-].[Na+].C(OP([CH2:11][C:12]([O:14][CH2:15][CH3:16])=[O:13])(OCC)=O)C.[Br:17][C:18]1[CH:19]=[CH:20][C:21]([N:26]2[CH2:31][CH2:30][CH:29]([CH3:32])[CH2:28][CH2:27]2)=[C:22]([CH:25]=1)[CH:23]=O.O.